From a dataset of Forward reaction prediction with 1.9M reactions from USPTO patents (1976-2016). Predict the product of the given reaction. Given the reactants Cl.[Cl:2][C:3]1[CH:18]=[C:17]([NH:19][NH2:20])[CH:16]=[CH:15][C:4]=1[C:5]([O:7][CH2:8][C:9]1[CH:14]=[CH:13][CH:12]=[CH:11][CH:10]=1)=[O:6].Cl[C:22](Cl)(Cl)[C:23](=O)/[CH:24]=[CH:25]/[O:26][CH2:27][CH3:28].C([OH:34])C, predict the reaction product. The product is: [CH2:8]([O:7][C:5]([C:4]1[CH:15]=[CH:16][C:17]([N:19]2[CH:22]=[CH:23][C:24]([C:25]([O:26][CH2:27][CH3:28])=[O:34])=[N:20]2)=[CH:18][C:3]=1[Cl:2])=[O:6])[C:9]1[CH:14]=[CH:13][CH:12]=[CH:11][CH:10]=1.